The task is: Predict the product of the given reaction.. This data is from Forward reaction prediction with 1.9M reactions from USPTO patents (1976-2016). (1) Given the reactants [Br:1][C:2]1[CH:7]=[CH:6][C:5]([NH:8][C:9]2[C:10]([C:19](O)=[O:20])=[N:11][C:12]3[N:13]([N:16]=[CH:17][CH:18]=3)[C:14]=2[F:15])=[C:4]([F:22])[CH:3]=1.CC[N:25]=C=NCCCN(C)C.C1C=CC2N(O)N=NC=2C=1.[NH4+].[Cl-].CCN(CC)CC, predict the reaction product. The product is: [Br:1][C:2]1[CH:7]=[CH:6][C:5]([NH:8][C:9]2[C:10]([C:19]([NH2:25])=[O:20])=[N:11][C:12]3[N:13]([N:16]=[CH:17][CH:18]=3)[C:14]=2[F:15])=[C:4]([F:22])[CH:3]=1. (2) Given the reactants [C:1]([O:5][C:6]([NH:8][C@@H:9]([CH2:13][C:14]1[N:15]=[CH:16][S:17][CH:18]=1)[C:10]([OH:12])=[O:11])=[O:7])([CH3:4])([CH3:3])[CH3:2].[H-].[Na+].I[CH3:22].Cl, predict the reaction product. The product is: [C:1]([O:5][C:6]([N:8]([CH3:22])[C@@H:9]([CH2:13][C:14]1[N:15]=[CH:16][S:17][CH:18]=1)[C:10]([OH:12])=[O:11])=[O:7])([CH3:4])([CH3:2])[CH3:3]. (3) Given the reactants C1(C)C=CC(S(O)(=O)=O)=CC=1.S(=O)(=O)(O)O.[C:17]([OH:30])(=[O:29])/[CH:18]=[CH:19]/[C:20]1[CH:28]=[CH:27][C:24]([O:25][CH3:26])=[C:22]([OH:23])[CH:21]=1.[C:31]1([CH:38]=[CH:37][CH:36]=[C:34](O)[CH:33]=1)[OH:32], predict the reaction product. The product is: [OH:32][C:31]1[CH:38]=[C:37]2[C:36]([C@@H:19]([C:20]3[CH:28]=[CH:27][C:24]([O:25][CH3:26])=[C:22]([OH:23])[CH:21]=3)[CH2:18][C:17](=[O:30])[O:29]2)=[CH:34][CH:33]=1.